Dataset: Forward reaction prediction with 1.9M reactions from USPTO patents (1976-2016). Task: Predict the product of the given reaction. (1) Given the reactants C[O-].[Na+].[CH3:4][O:5][C:6](=[O:20])[C:7]1[CH:12]=[CH:11][CH:10]=[C:9]([N+:13]([O-:15])=[O:14])[C:8]=1[NH:16]C(=O)C.Cl, predict the reaction product. The product is: [CH3:4][O:5][C:6](=[O:20])[C:7]1[CH:12]=[CH:11][CH:10]=[C:9]([N+:13]([O-:15])=[O:14])[C:8]=1[NH2:16]. (2) The product is: [OH:36][CH2:35][CH2:34][CH2:33][NH:32][C:26]([CH2:25][NH:24][C:22](=[O:23])[C:21]1[CH:20]=[CH:19][C:18]([S:15](=[O:16])(=[O:17])[NH:14][C:9]2[CH:10]=[CH:11][CH:12]=[CH:13][C:8]=2[O:1][C:2]2[CH:3]=[CH:4][CH:5]=[CH:6][CH:7]=2)=[CH:30][CH:29]=1)=[O:28]. Given the reactants [O:1]([C:8]1[CH:13]=[CH:12][CH:11]=[CH:10][C:9]=1[NH:14][S:15]([C:18]1[CH:30]=[CH:29][C:21]([C:22]([NH:24][CH2:25][C:26]([OH:28])=O)=[O:23])=[CH:20][CH:19]=1)(=[O:17])=[O:16])[C:2]1[CH:7]=[CH:6][CH:5]=[CH:4][CH:3]=1.Cl.[NH2:32][CH2:33][CH2:34][CH2:35][OH:36], predict the reaction product. (3) Given the reactants [C:1]([O:4][C:5]([C:8](Cl)=[O:9])([CH3:7])[CH3:6])(=[O:3])[CH3:2].[CH3:11][O:12][C:13]1[CH:57]=[C:56]([O:58][CH3:59])[CH:55]=[C:54]([O:60][CH3:61])[C:14]=1/[CH:15]=[CH:16]/[CH:17]([S:27]([CH:30](/[CH:40]=[CH:41]/[C:42]1[C:47]([O:48][CH3:49])=[CH:46][C:45]([O:50][CH3:51])=[CH:44][C:43]=1[O:52][CH3:53])[C:31]1[CH:36]=[CH:35][C:34]([O:37][CH3:38])=[C:33]([NH2:39])[CH:32]=1)(=[O:29])=[O:28])[C:18]1[CH:23]=[CH:22][C:21]([O:24][CH3:25])=[C:20]([NH2:26])[CH:19]=1, predict the reaction product. The product is: [CH3:61][O:60][C:54]1[CH:55]=[C:56]([O:58][CH3:59])[CH:57]=[C:13]([O:12][CH3:11])[C:14]=1/[CH:15]=[CH:16]/[CH:17]([S:27]([CH:30](/[CH:40]=[CH:41]/[C:42]1[C:43]([O:52][CH3:53])=[CH:44][C:45]([O:50][CH3:51])=[CH:46][C:47]=1[O:48][CH3:49])[C:31]1[CH:36]=[CH:35][C:34]([O:37][CH3:38])=[C:33]([NH:39][C:8](=[O:9])[C:5]([O:4][C:1](=[O:3])[CH3:2])([CH3:7])[CH3:6])[CH:32]=1)(=[O:29])=[O:28])[C:18]1[CH:23]=[CH:22][C:21]([O:24][CH3:25])=[C:20]([NH:26][C:8](=[O:9])[C:5]([CH3:7])([O:4][C:1](=[O:3])[CH3:2])[CH3:6])[CH:19]=1. (4) Given the reactants Br[C:2]1[CH:14]=[N:13][C:12]2[C:11]3[CH:10]=[CH:9][C:8]([C:15]([O:17][CH3:18])=[O:16])=[C:7]([O:19][CH3:20])[C:6]=3[NH:5][C:4]=2[CH:3]=1.[CH3:21][N:22]1[C:26]([Sn](CCCC)(CCCC)CCCC)=[C:25]([CH3:40])[N:24]=[N:23]1, predict the reaction product. The product is: [CH3:21][N:22]1[C:26]([C:2]2[CH:14]=[N:13][C:12]3[C:11]4[CH:10]=[CH:9][C:8]([C:15]([O:17][CH3:18])=[O:16])=[C:7]([O:19][CH3:20])[C:6]=4[NH:5][C:4]=3[CH:3]=2)=[C:25]([CH3:40])[N:24]=[N:23]1.